Dataset: Forward reaction prediction with 1.9M reactions from USPTO patents (1976-2016). Task: Predict the product of the given reaction. (1) Given the reactants [OH:1][C:2]1[CH:3]=[C:4]([CH:7]=[C:8]([CH2:10]S(C(F)(F)F)(=O)=O)[CH:9]=1)[C:5]#[N:6].[C:18]([O:22][C:23]([NH:25][CH2:26][C:27]1[CH:28]=C(B(O)O)[CH:30]=[CH:31][CH:32]=1)=[O:24])([CH3:21])([CH3:20])[CH3:19].C([O-])([O-])=O.[Na+].[Na+].OS([O-])(=O)=O.[Na+], predict the reaction product. The product is: [C:5]([C:4]1[CH:7]=[C:8]([C:10]2[CH:30]=[CH:31][CH:32]=[C:27]([CH2:26][NH:25][C:23](=[O:24])[O:22][C:18]([CH3:20])([CH3:19])[CH3:21])[CH:28]=2)[CH:9]=[C:2]([OH:1])[CH:3]=1)#[N:6]. (2) Given the reactants [CH2:1]([O:8][C@H:9]1[C@H:14]([O:15][CH2:16][C:17]2[CH:22]=[CH:21][CH:20]=[CH:19][CH:18]=2)[C@@H:13]([CH2:23][O:24][CH2:25][C:26]2[CH:31]=[CH:30][CH:29]=[CH:28][CH:27]=2)[O:12][C@H:11]([CH2:32][P:33](=[O:40])([O:37][CH2:38][CH3:39])[O:34][CH2:35][CH3:36])[C@@H:10]1[O:41][Si](C(C)(C)C)(C)C)[C:2]1[CH:7]=[CH:6][CH:5]=[CH:4][CH:3]=1.FC(F)(F)C(O)=O.O, predict the reaction product. The product is: [CH2:1]([O:8][C@H:9]1[C@H:14]([O:15][CH2:16][C:17]2[CH:22]=[CH:21][CH:20]=[CH:19][CH:18]=2)[C@@H:13]([CH2:23][O:24][CH2:25][C:26]2[CH:27]=[CH:28][CH:29]=[CH:30][CH:31]=2)[O:12][C@H:11]([CH2:32][P:33](=[O:40])([O:37][CH2:38][CH3:39])[O:34][CH2:35][CH3:36])[C@@H:10]1[OH:41])[C:2]1[CH:3]=[CH:4][CH:5]=[CH:6][CH:7]=1. (3) Given the reactants C1(C(=[N:14][CH:15]([C@H:21]([CH2:28][O:29][CH3:30])[CH2:22][CH2:23][CH2:24][CH2:25][CH:26]=[CH2:27])[C:16]([O:18][CH2:19][CH3:20])=[O:17])C2C=CC=CC=2)C=CC=CC=1.[ClH:31], predict the reaction product. The product is: [ClH:31].[NH2:14][CH:15]([C@H:21]([CH2:28][O:29][CH3:30])[CH2:22][CH2:23][CH2:24][CH2:25][CH:26]=[CH2:27])[C:16]([O:18][CH2:19][CH3:20])=[O:17]. (4) Given the reactants [OH:1][CH2:2][CH:3]1[CH2:8][CH2:7][CH:6]([C:9]([O:11][CH3:12])=[O:10])[CH2:5][CH2:4]1.C(N(CC)CC)C.[Si:20](Cl)([C:23]([CH3:26])([CH3:25])[CH3:24])([CH3:22])[CH3:21].[NH4+].[Cl-], predict the reaction product. The product is: [Si:20]([O:1][CH2:2][CH:3]1[CH2:4][CH2:5][CH:6]([C:9]([O:11][CH3:12])=[O:10])[CH2:7][CH2:8]1)([C:23]([CH3:26])([CH3:25])[CH3:24])([CH3:22])[CH3:21]. (5) Given the reactants [NH2:1][C:2]1[N:7]=[CH:6][C:5](B(O)O)=[CH:4][N:3]=1.Br[C:12]1[C:17]([F:18])=[CH:16][C:15]([Cl:19])=[CH:14][N:13]=1.C([O-])([O-])=O.[Na+].[Na+], predict the reaction product. The product is: [Cl:19][C:15]1[CH:16]=[C:17]([F:18])[C:12]([C:5]2[CH:4]=[N:3][C:2]([NH2:1])=[N:7][CH:6]=2)=[N:13][CH:14]=1. (6) The product is: [F:1][C:2]1[C:7]([CH3:8])=[CH:6][CH:5]=[C:4]([C:9]2[CH:14]=[CH:13][CH:12]=[CH:11][CH:10]=2)[C:3]=1[C:15]([OH:17])=[O:16]. Given the reactants [F:1][C:2]1[C:7]([CH3:8])=[CH:6][CH:5]=[C:4]([C:9]2[CH:14]=[CH:13][CH:12]=[CH:11][CH:10]=2)[C:3]=1[C:15]([O:17]C)=[O:16].[OH-].[Na+], predict the reaction product.